This data is from Peptide-MHC class I binding affinity with 185,985 pairs from IEDB/IMGT. The task is: Regression. Given a peptide amino acid sequence and an MHC pseudo amino acid sequence, predict their binding affinity value. This is MHC class I binding data. (1) The peptide sequence is PTIEDDKIVT. The MHC is HLA-A02:03 with pseudo-sequence HLA-A02:03. The binding affinity (normalized) is 0.0820. (2) The peptide sequence is RVACRDVEV. The MHC is HLA-B53:01 with pseudo-sequence HLA-B53:01. The binding affinity (normalized) is 0.213.